This data is from Reaction yield outcomes from USPTO patents with 853,638 reactions. The task is: Predict the reaction yield, written as a fraction of the theoretical maximum amount of product (1.0 means a 100% yield; for example, 0.34 means a 34% yield). (1) The reactants are [CH3:1][C:2]1[O:6][N:5]=[C:4]([C:7]2[CH:12]=[CH:11][N:10]=[CH:9][N:8]=2)[C:3]=1[CH2:13][OH:14].O[C:16]1[CH:25]=[CH:24][C:19]([C:20]([O:22][CH3:23])=[O:21])=[CH:18][N:17]=1.C1(P(C2C=CC=CC=2)C2C=CC=CC=2)C=CC=CC=1.N(C(OCC)=O)=NC(OCC)=O. The catalyst is C1COCC1. The product is [CH3:23][O:22][C:20](=[O:21])[C:19]1[CH:24]=[CH:25][C:16]([O:14][CH2:13][C:3]2[C:4]([C:7]3[CH:12]=[CH:11][N:10]=[CH:9][N:8]=3)=[N:5][O:6][C:2]=2[CH3:1])=[N:17][CH:18]=1. The yield is 0.180. (2) The reactants are O[CH:2]1[C:10]2[C:5](=[C:6]([I:13])[CH:7]=[C:8]([F:12])[C:9]=2[Cl:11])[C:4](=[O:14])[N:3]1C(C)(C1C=CC=CC=1)C.FC(F)(F)C(O)=O.C([SiH](CC)CC)C. The catalyst is [N+](C)([O-])=O. The product is [Cl:11][C:9]1[C:8]([F:12])=[CH:7][C:6]([I:13])=[C:5]2[C:10]=1[CH2:2][NH:3][C:4]2=[O:14]. The yield is 0.850. (3) The reactants are [Cl:1][C:2]1[N:3]=[CH:4][N:5]([C:7]2[CH:12]=[CH:11][C:10]([NH:13][C:14]3[N:18]=[C:17]4[C:19]5([CH2:25][CH2:26][CH2:27][CH2:28][N:16]4[N:15]=3)SCCCS5)=[CH:9][C:8]=2[O:29][CH3:30])[CH:6]=1.C(=O)([O-])[O-:32].[Ca+2]. The catalyst is C(#N)C.O.CCOC(C)=O.[Hg](Cl)Cl. The product is [Cl:1][C:2]1[N:3]=[CH:4][N:5]([C:7]2[CH:12]=[CH:11][C:10]([NH:13][C:14]3[N:18]=[C:17]4[C:19](=[O:32])[CH2:25][CH2:26][CH2:27][CH2:28][N:16]4[N:15]=3)=[CH:9][C:8]=2[O:29][CH3:30])[CH:6]=1. The yield is 0.440. (4) The reactants are [Cl:1][C:2]1[CH:7]=[CH:6][C:5]([C:8]2[CH:16]=[CH:15][CH:14]=[C:13]3[C:9]=2[CH2:10][C:11](=[O:17])[NH:12]3)=[CH:4][CH:3]=1.[CH2:18]([N:20]([CH2:34][CH3:35])[CH2:21][CH2:22][NH:23][C:24]([C:26]1[C:30]([CH3:31])=[C:29]([CH:32]=O)[NH:28][CH:27]=1)=[O:25])[CH3:19]. The catalyst is C(O)C.N1CCCCC1. The product is [CH2:34]([N:20]([CH2:18][CH3:19])[CH2:21][CH2:22][NH:23][C:24]([C:26]1[C:30]([CH3:31])=[C:29]([CH:32]=[C:10]2[C:9]3[C:13](=[CH:14][CH:15]=[CH:16][C:8]=3[C:5]3[CH:4]=[CH:3][C:2]([Cl:1])=[CH:7][CH:6]=3)[NH:12][C:11]2=[O:17])[NH:28][CH:27]=1)=[O:25])[CH3:35]. The yield is 0.640.